Dataset: Catalyst prediction with 721,799 reactions and 888 catalyst types from USPTO. Task: Predict which catalyst facilitates the given reaction. (1) Reactant: Cl.[Cl:2][C:3]1[CH:4]=[CH:5][C:6]([NH:15][C:16]2[C:24]3[C:19](=[CH:20][N:21]=[CH:22][CH:23]=3)[O:18][C:17]=2[C:25]2[N:30]=[CH:29][CH:28]=[CH:27][N:26]=2)=[C:7]2[C:11]=1[N:10](C(=O)C)[N:9]=[CH:8]2.C(=O)(O)[O-]. Product: [Cl:2][C:3]1[CH:4]=[CH:5][C:6]([NH:15][C:16]2[C:24]3[C:19](=[CH:20][N:21]=[CH:22][CH:23]=3)[O:18][C:17]=2[C:25]2[N:26]=[CH:27][CH:28]=[CH:29][N:30]=2)=[C:7]2[C:11]=1[NH:10][N:9]=[CH:8]2. The catalyst class is: 71. (2) Reactant: [F:1][C:2]1[CH:8]=[CH:7][CH:6]=[CH:5][C:3]=1[NH2:4].[C:9](OC)(=[O:14])[CH2:10][C:11]([CH3:13])=[O:12]. Product: [F:1][C:2]1[CH:8]=[CH:7][CH:6]=[CH:5][C:3]=1[NH:4][C:9](=[O:14])[CH2:10][C:11](=[O:12])[CH3:13]. The catalyst class is: 27.